This data is from Full USPTO retrosynthesis dataset with 1.9M reactions from patents (1976-2016). The task is: Predict the reactants needed to synthesize the given product. (1) Given the product [CH2:20]([C:11]1[S:10][C:9]([S:6]([NH:5][C:1]([CH3:4])([CH3:2])[CH3:3])(=[O:7])=[O:8])=[CH:13][CH:12]=1)[CH:21]([CH3:23])[CH3:22], predict the reactants needed to synthesize it. The reactants are: [C:1]([NH:5][S:6]([C:9]1[S:10][CH:11]=[CH:12][CH:13]=1)(=[O:8])=[O:7])([CH3:4])([CH3:3])[CH3:2].[Li]CCCC.I[CH2:20][CH:21]([CH3:23])[CH3:22]. (2) Given the product [C@@H:6]1([O:24][C:25]2[C:30]3[C:31]([CH2:34][CH2:35][C:36]4[CH:41]=[CH:40][CH:39]=[CH:38][CH:37]=4)=[CH:32][O:33][C:29]=3[CH:28]=[C:27]([O:55][CH3:54])[CH:26]=2)[O:7][C@H:8]([CH2:19][OH:20])[C@@H:9]([OH:15])[C@H:10]([OH:11])[C@H:5]1[OH:4], predict the reactants needed to synthesize it. The reactants are: C([O:4][C@@H:5]1[C@@H:10]([O:11]C(=O)C)[C@H:9]([O:15]C(=O)C)[C@@H:8]([CH2:19][O:20]C(=O)C)[O:7][C@H:6]1[O:24][C:25]1[C:30]2[C:31]([CH2:34][CH2:35][C:36]3[CH:41]=[CH:40][CH:39]=[CH:38][CH:37]=3)=[CH:32][O:33][C:29]=2[CH:28]=[C:27](O)[CH:26]=1)(=O)C.C(=O)([O-])[O-].[K+].[K+].IC.O.CN(C)[CH:54]=[O:55]. (3) Given the product [NH2:1][C@@H:2]([C:6]1[C:7]([F:31])=[C:8]([C:12]2[CH:17]=[CH:16][CH:15]=[C:14]([CH2:18][O:19][C:20]3[CH:25]=[CH:24][CH:23]=[CH:22][C:21]=3[CH2:26][C:27]([OH:29])=[O:28])[CH:13]=2)[CH:9]=[CH:10][CH:11]=1)[CH2:3][CH2:4][CH3:5], predict the reactants needed to synthesize it. The reactants are: [NH2:1][C@@H:2]([C:6]1[C:7]([F:31])=[C:8]([C:12]2[CH:17]=[CH:16][CH:15]=[C:14]([CH2:18][O:19][C:20]3[CH:25]=[CH:24][CH:23]=[CH:22][C:21]=3[CH2:26][C:27]([O:29]C)=[O:28])[CH:13]=2)[CH:9]=[CH:10][CH:11]=1)[CH2:3][CH2:4][CH3:5].[Li+].[OH-].Cl. (4) Given the product [OH:24][C:23]1[C:22]2[CH:25]=[CH:26][CH:27]=[CH:28][C:21]=2[S:20](=[O:30])(=[O:29])[N:19]([CH3:31])[C:18]=1[C:15](=[O:17])[CH:16]=[CH:10][C:9]1[CH:12]=[CH:13][CH:14]=[C:7]([O:6][CH2:5][C:3]([O:2][CH3:1])=[O:4])[CH:8]=1, predict the reactants needed to synthesize it. The reactants are: [CH3:1][O:2][C:3]([CH2:5][O:6][C:7]1[CH:8]=[C:9]([CH:12]=[CH:13][CH:14]=1)[CH:10]=O)=[O:4].[C:15]([C:18]1[N:19]([CH3:31])[S:20](=[O:30])(=[O:29])[C:21]2[CH:28]=[CH:27][CH:26]=[CH:25][C:22]=2[C:23]=1[OH:24])(=[O:17])[CH3:16].N1CCCCC1.